Task: Regression. Given a peptide amino acid sequence and an MHC pseudo amino acid sequence, predict their binding affinity value. This is MHC class II binding data.. Dataset: Peptide-MHC class II binding affinity with 134,281 pairs from IEDB The peptide sequence is TAAVELARALVRAVA. The MHC is DRB1_0404 with pseudo-sequence DRB1_0404. The binding affinity (normalized) is 0.347.